This data is from Catalyst prediction with 721,799 reactions and 888 catalyst types from USPTO. The task is: Predict which catalyst facilitates the given reaction. Product: [F:17][C:3]1[C:2]([OH:1])=[CH:11][CH:10]=[C:9]2[C:4]=1[CH:5]=[CH:6][CH:7]=[C:8]2[C:12]([O:14][CH3:15])=[O:13]. The catalyst class is: 115. Reactant: [OH:1][C:2]1[CH:3]=[C:4]2[C:9](=[CH:10][CH:11]=1)[C:8]([C:12]([O:14][CH3:15])=[O:13])=[CH:7][CH:6]=[CH:5]2.[B-](F)(F)(F)[F:17].[B-](F)(F)(F)F.C1[N+]2(CCl)CC[N+](F)(CC2)C1.